This data is from Reaction yield outcomes from USPTO patents with 853,638 reactions. The task is: Predict the reaction yield, written as a fraction of the theoretical maximum amount of product (1.0 means a 100% yield; for example, 0.34 means a 34% yield). (1) The reactants are Cl[C:2]1[CH:7]=[C:6]([C:8]2[CH:17]=[CH:16][C:15]3[C:10](=[CH:11][CH:12]=[CH:13][CH:14]=3)[CH:9]=2)[N:5]=[CH:4][N:3]=1.[CH:18]1[C:27]2[C:22](=[CH:23][CH:24]=[CH:25][CH:26]=2)[CH:21]=[CH:20][C:19]=1B(O)O.C(=O)([O-])[O-].[Na+].[Na+]. The catalyst is C1C=CC(P(C2C=CC=CC=2)C2C=CC=CC=2)=CC=1.C1C=CC(P(C2C=CC=CC=2)C2C=CC=CC=2)=CC=1.Cl[Pd]Cl.O.C(#N)C. The product is [CH:26]1[C:27]2[C:22](=[CH:21][CH:20]=[CH:19][CH:18]=2)[CH:23]=[CH:24][C:25]=1[C:2]1[CH:7]=[C:6]([C:8]2[CH:17]=[CH:16][C:15]3[C:10](=[CH:11][CH:12]=[CH:13][CH:14]=3)[CH:9]=2)[N:5]=[CH:4][N:3]=1. The yield is 0.190. (2) The reactants are [Br:1][C:2]1[CH:11]=[CH:10][C:9]([Cl:12])=[CH:8][C:3]=1[C:4](OC)=[O:5].[H-].[H-].[H-].[H-].[Li+].[Al+3]. The catalyst is C1COCC1. The product is [Br:1][C:2]1[CH:11]=[CH:10][C:9]([Cl:12])=[CH:8][C:3]=1[CH2:4][OH:5]. The yield is 0.470. (3) The reactants are [F:1][C:2]1([F:16])[CH2:7][CH2:6][CH:5]([CH2:8][CH2:9][C:10](=[O:15])[C:11]([F:14])([F:13])[F:12])[CH2:4][CH2:3]1.C(N(CC)CC)C.Cl[Si](C)(C)C.C(=O)([O-])O.[Na+].[Br:34]Br.S([O-])([O-])(=O)=S.[Na+].[Na+].[Na+]. The catalyst is CN(C=O)C. The product is [Br:34][CH:9]([CH2:8][CH:5]1[CH2:4][CH2:3][C:2]([F:16])([F:1])[CH2:7][CH2:6]1)[C:10](=[O:15])[C:11]([F:13])([F:14])[F:12]. The yield is 0.560. (4) The reactants are C([Li])CCC.Br[C:7]1[CH:8]=[N:9][CH:10]=[N:11][CH:12]=1.[Br:13][C:14]1[CH:15]=[C:16]([C:21]([C:29]2[CH:34]=[CH:33][CH:32]=[C:31]([F:35])[C:30]=2[C:36]#[N:37])=[N:22]S(C(C)(C)C)=O)[CH:17]=[CH:18][C:19]=1[F:20].Cl. The catalyst is C1COCC1. The product is [Br:13][C:14]1[CH:15]=[C:16]([C:21]2([C:7]3[CH:8]=[N:9][CH:10]=[N:11][CH:12]=3)[C:29]3[C:30](=[C:31]([F:35])[CH:32]=[CH:33][CH:34]=3)[C:36]([NH2:37])=[N:22]2)[CH:17]=[CH:18][C:19]=1[F:20]. The yield is 0.560. (5) The reactants are [C:1]12([C:11]3[CH:22]=[CH:21][C:14]([O:15][CH2:16][CH2:17]C(O)=O)=[CH:13][CH:12]=3)[CH2:10][CH:5]3[CH2:6][CH:7]([CH2:9][CH:3]([CH2:4]3)[CH2:2]1)[CH2:8]2.[CH3:23][O:24][C:25](=[O:34])[C:26]1[CH:31]=[CH:30][C:29]([NH2:32])=[C:28]([OH:33])[CH:27]=1.ClCCl.[OH-].[Na+]. The catalyst is C[Si](OP(=O)=O)(C)C. The product is [CH3:23][O:24][C:25]([C:26]1[CH:31]=[CH:30][C:29]2[N:32]=[C:17]([CH2:16][O:15][C:14]3[CH:13]=[CH:12][C:11]([C:1]45[CH2:10][CH:5]6[CH2:6][CH:7]([CH2:9][CH:3]([CH2:4]6)[CH2:2]4)[CH2:8]5)=[CH:22][CH:21]=3)[O:33][C:28]=2[CH:27]=1)=[O:34]. The yield is 0.630. (6) The reactants are [C:1]([O:4]CC)(=[O:3])[CH3:2].[Cl:7][C:8]1[CH:13]=[CH:12][CH:11]=[CH:10][C:9]=1[C:14]1[CH:15]=[C:16]([NH2:19])[NH:17][N:18]=1.[C:20](=[NH:25])(OCC)[CH3:21]. The catalyst is C(O)(=O)C. The product is [C:1]([OH:4])(=[O:3])[CH3:2].[Cl:7][C:8]1[CH:13]=[CH:12][CH:11]=[CH:10][C:9]=1[C:14]1[CH:15]=[C:16]([NH:19][C:20](=[NH:25])[CH3:21])[NH:17][N:18]=1. The yield is 0.826. (7) The reactants are CO[C@H]1CC[C@H](C[N:10]2C(=O)CNC3N=CC(C4C(C)=CC(C(N)=O)=NC=4)=[N:20][C:11]2=3)CC1.[CH3:31][O:32][C@H:33]1[CH2:38][CH2:37][C@H:36]([CH2:39][N:40]2[C:45](=[O:46])[CH2:44][NH:43][C:42]3[N:47]=[CH:48][C:49]([C:51]4[C:52]([CH3:59])=[CH:53][C:54]([C:57]#[N:58])=[N:55][CH:56]=4)=[N:50][C:41]2=3)[CH2:35][CH2:34]1.FC(F)(F)C(O)=O.S(=O)(=O)(O)O.C(=O)([O-])[O-].[Na+].[Na+]. No catalyst specified. The product is [CH3:31][O:32][C@H:33]1[CH2:38][CH2:37][C@H:36]([CH2:39][N:40]2[C:41]3=[N:50][C:49]([C:51]4[CH:56]=[N:55][C:54]([C:57]5[N:20]=[CH:11][NH:10][N:58]=5)=[CH:53][C:52]=4[CH3:59])=[CH:48][N:47]=[C:42]3[NH:43][CH2:44][C:45]2=[O:46])[CH2:35][CH2:34]1. The yield is 0.670.